This data is from Forward reaction prediction with 1.9M reactions from USPTO patents (1976-2016). The task is: Predict the product of the given reaction. Given the reactants [CH:1]1([S:6][C:7]2[CH:12]=[CH:11][C:10]([CH2:13][OH:14])=[CH:9][CH:8]=2)[CH2:5][CH2:4][CH2:3][CH2:2]1.[CH3:15][S:16](Cl)(=[O:18])=[O:17], predict the reaction product. The product is: [CH3:15][S:16]([O:14][CH2:13][C:10]1[CH:9]=[CH:8][C:7]([S:6][CH:1]2[CH2:5][CH2:4][CH2:3][CH2:2]2)=[CH:12][CH:11]=1)(=[O:18])=[O:17].